From a dataset of Catalyst prediction with 721,799 reactions and 888 catalyst types from USPTO. Predict which catalyst facilitates the given reaction. Reactant: C(=O)([O-])[O-].[K+].[K+].C([O:10][C:11]1[C:20]([CH3:21])=[C:19]2[C:14]([C:15](=[O:30])[C:16]([CH3:29])=[C:17]([C@H:22]3[CH2:26][CH2:25][CH2:24][N:23]3[CH2:27][CH3:28])[O:18]2)=[CH:13][CH:12]=1)(=O)C.Cl. Product: [CH2:27]([N:23]1[CH2:24][CH2:25][CH2:26][C@@H:22]1[C:17]1[O:18][C:19]2[C:14]([C:15](=[O:30])[C:16]=1[CH3:29])=[CH:13][CH:12]=[C:11]([OH:10])[C:20]=2[CH3:21])[CH3:28]. The catalyst class is: 5.